Dataset: Experimentally validated miRNA-target interactions with 360,000+ pairs, plus equal number of negative samples. Task: Binary Classification. Given a miRNA mature sequence and a target amino acid sequence, predict their likelihood of interaction. (1) The miRNA is hsa-miR-1266-5p with sequence CCUCAGGGCUGUAGAACAGGGCU. The protein sequence of the target gene is MGSGPIDPKELLKGLDSFLTRDGEVKSVDGISKIFSLMKEARKMVSRCTYLNIILQTRAPEVLVKFIDVGGYKLLNNWLTYSKTTNNIPLLQQILLTLQHLPLTVDHLKQNNTAKLVKQLSKSSEDEELRKLASVLVSDWMAVIRSQSSTQPAEKDKKKRKEEGKSRTTLPERPLTEVKAETRAEEAPEKKKEKPKSLRTTAPSHAKFRSTGLELDTPSLVPVKKNSSTVVVSDKYNLKPIPLKRQSATAAPGDAAPPAEKKYKPLNTAPNTTKEIKVKIIPPQPMEGLGFLDALNSAPV.... Result: 0 (no interaction). (2) The miRNA is hsa-miR-181a-5p with sequence AACAUUCAACGCUGUCGGUGAGU. The protein sequence of the target gene is MAASPGSGSANPRKFSEKIALHTQRQAEETRAFEQLMTDLTLSRVQFQKLQQLRLTQYHGGSLPNVSQLRNSAPEFQPSLHQADNVRGTRHHGLVERPARNRFHPLHRRSGDKPGRQFDGNAFAASYSSQHLDESWPRQQPPWKEEKHPGFRLTSALNRTNSDSALHTSALSTKPQDPYGGGGQSAWPAPYMGFCDGENDGHAEVAAFPGPLKEENLLNVPKPLPKHLWESKEIQSLSGRPRSCDVGGGNAFPHNGQNTGLSPFLGTLNTGGSLPDLTNLHYSAPLPASLDTSDHLFGSM.... Result: 0 (no interaction). (3) The miRNA is mmu-miR-105 with sequence CCAAGUGCUCAGAUGCUUGUGGU. The protein sequence of the target gene is MSYPQGYLYQPSASLALYSCPAYSTSVISGPRTDELGRSSSGSAFSPYAGSTAFTAPSPGYNSHLQYGADPAAAAAAAFSYVGSPYDHTPGMAGSLGYHPYAAPLGSYPYGDPAYRKNATRDATATLKAWLNEHRKNPYPTKGEKIMLAIITKMTLTQVSTWFANARRRLKKENKMTWTPRNRSEDEEEEENIDLEKNDEDEPQKPEDKGDLEGPESGGAEQKATAGCERLQGPLSPAGKETEGSLSDSDFKESSSEGRHDELPRPPRAGESSPAGPATARLAEDAGPHYPASVPAPGPH.... Result: 0 (no interaction). (4) The miRNA is ath-miR859 with sequence UCUCUCUGUUGUGAAGUCAAA. The protein sequence of the target gene is MPALAIMGLSLAAFLELGMGASLCLSQQFKAQGDYILGGLFPLGSTEEATLNQRTQPNSIPCNRFSPLGLFLAMAMKMAVEEINNGSALLPGLRLGYDLFDTCSEPVVTMKSSLMFLAKVGSQSIAAYCNYTQYQPRVLAVIGPHSSELALITGKFFSFFLMPQVSYSASMDRLSDRETFPSFFRTVPSDRVQLQAVVTLLQNFSWNWVAALGSDDDYGREGLSIFSSLANARGICIAHEGLVPQHDTSGQQLGKVLDVLRQVNQSKVQVVVLFASARAVYSLFSYSIHHGLSPKVWVAS.... Result: 0 (no interaction). (5) The miRNA is mmu-miR-675-3p with sequence CUGUAUGCCCUAACCGCUCAGU. The protein sequence of the target gene is MASTGLELLGMTLAVLGWLGTLVSCALPLWKVTAFIGNSIVVAQVVWEGLWMSCVVQSTGQMQCKVYDSLLALPQDLQAARALCVIALLLALLGLLVAITGAQCTTCVEDEGAKARIVLTAGVILLLAGILVLIPVCWTAHAIIQDFYNPLVAEALKRELGASLYLGWAAAALLMLGGGLLCCTCPPPQVERPRGPRLGYSIPSRSGASGLDKRDYV. Result: 0 (no interaction). (6) The miRNA is mmu-miR-3470b with sequence UCACUCUGUAGACCAGGCUGG. The protein sequence of the target gene is MDSEYYSGDQSDDGGATPVQDERDSGSDGEDGVTEQHSGSDTGSVDHHSENETSDREDGLAKIHNGTDSENDEPSNANASDSESEELHRPKDSDSDSEEHAESPASDSENEPVNQHGSDSENEELLNGHASDSEKEEVSKHAASDSEAEDTLQPQVSESDSEDPPRPQASDSENEEPPKPRISDSESEELPKPRVSDSESEDPPRPQASDSESEELPKPRVSDSESEDPPRPQASDSESEELPKPRVSDSESEDPQKGPASDSEAEDASRHKEKPDSDDSDGENKREDSEVQNESDGHTD.... Result: 1 (interaction). (7) The miRNA is hsa-miR-744-5p with sequence UGCGGGGCUAGGGCUAACAGCA. The protein sequence of the target gene is MNENLFASFIAPTILGLPAAVLIILFPPLLIPTSKYLINNRLITTQQWLIKLTSKQMMTMHNTKGRTWSLMLVSLIIFIATTNLLGLLPHSFTPTTQLSMNLAMAIPLWAGTVIMGFRSKIKNALAHFLPQGTPTPLIPMLVIIETISLLIQPMALAVRLTANITAGHLLMHLIGSATLAMSTINLPSTLIIFTILILLTILEIAVALIQAYVFTLLVSLYLHDNT. Result: 1 (interaction).